This data is from Reaction yield outcomes from USPTO patents with 853,638 reactions. The task is: Predict the reaction yield, written as a fraction of the theoretical maximum amount of product (1.0 means a 100% yield; for example, 0.34 means a 34% yield). The reactants are [C:1]([C:5]1[CH:10]=[CH:9][C:8]([C:11]2[CH:12]=[C:13]3[C:17](=[CH:18][CH:19]=2)[N:16]([C:20]2[CH:25]=[CH:24][C:23]([O:26][CH:27]4[CH2:31][CH2:30][CH2:29][CH2:28]4)=[CH:22][CH:21]=2)[C:15]([CH2:32][OH:33])=[CH:14]3)=[CH:7][CH:6]=1)([CH3:4])([CH3:3])[CH3:2]. The catalyst is C(Cl)Cl.O=[Mn]=O. The product is [C:1]([C:5]1[CH:10]=[CH:9][C:8]([C:11]2[CH:12]=[C:13]3[C:17](=[CH:18][CH:19]=2)[N:16]([C:20]2[CH:21]=[CH:22][C:23]([O:26][CH:27]4[CH2:31][CH2:30][CH2:29][CH2:28]4)=[CH:24][CH:25]=2)[C:15]([CH:32]=[O:33])=[CH:14]3)=[CH:7][CH:6]=1)([CH3:4])([CH3:2])[CH3:3]. The yield is 0.810.